Dataset: Full USPTO retrosynthesis dataset with 1.9M reactions from patents (1976-2016). Task: Predict the reactants needed to synthesize the given product. (1) Given the product [F:36][C:37]1[CH:45]=[CH:44][CH:43]=[C:42]([F:46])[C:38]=1[C:39]([N:16]([CH2:17][C:18]1[CH:23]=[CH:22][CH:21]=[CH:20][C:19]=1[O:24][CH3:25])[C:14]([N:13]([C:3]1[CH:4]=[CH:5][C:6]([S:8][C:9]([F:11])([F:12])[F:10])=[CH:7][C:2]=1[F:1])[CH3:26])=[O:15])=[O:40], predict the reactants needed to synthesize it. The reactants are: [F:1][C:2]1[CH:7]=[C:6]([S:8][C:9]([F:12])([F:11])[F:10])[CH:5]=[CH:4][C:3]=1[N:13]([CH3:26])[C:14]([NH:16][CH2:17][C:18]1[CH:23]=[CH:22][CH:21]=[CH:20][C:19]=1[O:24][CH3:25])=[O:15].C(N(C(C)C)CC)(C)C.[F:36][C:37]1[CH:45]=[CH:44][CH:43]=[C:42]([F:46])[C:38]=1[C:39](Cl)=[O:40].C(OCC)(=O)C. (2) Given the product [CH2:22]([S:25][CH2:26][C:27]1[C:36]2[C:31](=[CH:32][CH:33]=[C:34]([C:37]3[CH:42]=[CH:41][S:14][CH:38]=3)[CH:35]=2)[NH:30][C:29]([CH3:51])([CH3:50])[CH:28]=1)[CH:23]=[CH2:24], predict the reactants needed to synthesize it. The reactants are: CC1(C)C=C(C)C2C(=CC=C(O[S:14](C(F)(F)F)(=O)=O)C=2)N1.[CH2:22]([S:25][CH2:26][C:27]1[C:36]2[C:31](=[CH:32][CH:33]=[C:34]([C:37]3[C:42]4OC5C=CC=CC=5[C:41]=4C=C[CH:38]=3)[CH:35]=2)[NH:30][C:29]([CH3:51])([CH3:50])[CH:28]=1)[CH:23]=[CH2:24].C1C2C3C=CC=CC=3OC=2C(B(O)O)=CC=1.C(S)C=C. (3) Given the product [Cl:1][C:2]1[CH:7]=[C:6]2[C:5](=[C:4]([CH3:20])[C:3]=1[OH:21])[O:19][C:33]([CH3:34])=[C:9]([C:10]1[CH:11]=[CH:12][C:13]([O:16][CH3:17])=[CH:14][CH:15]=1)[CH:8]2[OH:18], predict the reactants needed to synthesize it. The reactants are: [Cl:1][C:2]1[C:3]([OH:21])=[C:4]([CH3:20])[C:5]([OH:19])=[C:6]([C:8](=[O:18])[CH2:9][C:10]2[CH:15]=[CH:14][C:13]([O:16][CH3:17])=[CH:12][CH:11]=2)[CH:7]=1.CN(C=O)C.C([O-])([O-])=O.[K+].[K+].[C:33](OC(=O)C)(=O)[CH3:34]. (4) Given the product [F:1][C:2]1[CH:3]=[C:4]([CH:5]=[C:6]([F:19])[C:7]=1[O:8][C:9]1[CH:10]=[N:11][CH:12]=[C:13]([C:15]([F:16])([F:17])[F:18])[CH:14]=1)[CH2:20][O:21][C:23]1[CH:34]=[C:27]2[N:28]([CH3:33])[C@@H:29]([CH3:32])[CH2:30][CH2:31][N:26]2[C:25](=[O:35])[N:24]=1, predict the reactants needed to synthesize it. The reactants are: [F:1][C:2]1[CH:3]=[C:4]([CH2:20][OH:21])[CH:5]=[C:6]([F:19])[C:7]=1[O:8][C:9]1[CH:10]=[N:11][CH:12]=[C:13]([C:15]([F:18])([F:17])[F:16])[CH:14]=1.Cl[C:23]1[CH:34]=[C:27]2[N:28]([CH3:33])[C@@H:29]([CH3:32])[CH2:30][CH2:31][N:26]2[C:25](=[O:35])[N:24]=1. (5) Given the product [NH2:1][C:2]1[CH:7]=[C:6]([CH2:8][O:9][C:10]2[C:19]3[C:14](=[CH:15][CH:16]=[CH:17][CH:18]=3)[C:13]([NH2:20])=[CH:12][CH:11]=2)[CH:5]=[CH:4][N:3]=1, predict the reactants needed to synthesize it. The reactants are: [NH2:1][C:2]1[CH:7]=[C:6]([CH2:8][O:9][C:10]2[C:19]3[C:14](=[CH:15][CH:16]=[CH:17][CH:18]=3)[C:13]([N+:20]([O-])=O)=[CH:12][CH:11]=2)[CH:5]=[CH:4][N:3]=1. (6) Given the product [C:41]([CH2:40][CH2:39][CH2:38][NH:37][C:35](=[O:36])[CH2:34][C:24]1[CH:25]=[C:26]([CH:32]=[CH:33][C:23]=1[O:22][CH2:21][CH2:20][CH2:19][C:16]1[CH:17]=[CH:18][C:13]([O:12][CH2:11][CH2:10][CH2:9][CH2:8][O:7][CH:1]2[CH2:2][CH2:3][CH2:4][CH2:5][CH2:6]2)=[CH:14][CH:15]=1)[C:27]([OH:29])=[O:28])([OH:43])=[O:42], predict the reactants needed to synthesize it. The reactants are: [CH:1]1([O:7][CH2:8][CH2:9][CH2:10][CH2:11][O:12][C:13]2[CH:18]=[CH:17][C:16]([CH2:19][CH2:20][CH2:21][O:22][C:23]3[CH:33]=[CH:32][C:26]([C:27]([O:29]CC)=[O:28])=[CH:25][C:24]=3[CH2:34][C:35]([NH:37][CH2:38][CH2:39][CH2:40][C:41]([O:43]C)=[O:42])=[O:36])=[CH:15][CH:14]=2)[CH2:6][CH2:5][CH2:4][CH2:3][CH2:2]1.[OH-].[Na+]. (7) Given the product [F:8][C:5]1[CH:6]=[CH:7][C:2]([NH:1][S:15]([C:12]2[CH:13]=[CH:14][C:9]([CH3:19])=[CH:10][CH:11]=2)(=[O:17])=[O:16])=[N:3][CH:4]=1, predict the reactants needed to synthesize it. The reactants are: [NH2:1][C:2]1[CH:7]=[CH:6][C:5]([F:8])=[CH:4][N:3]=1.[C:9]1([CH3:19])[CH:14]=[CH:13][C:12]([S:15](Cl)(=[O:17])=[O:16])=[CH:11][CH:10]=1.